From a dataset of Forward reaction prediction with 1.9M reactions from USPTO patents (1976-2016). Predict the product of the given reaction. (1) Given the reactants C(OC(=O)[NH:7][CH2:8][CH2:9][N:10]1[C:18]2[C:17]([NH:19][C:20]3[CH:25]=[CH:24][C:23]([O:26][C:27]4[CH:32]=[CH:31][CH:30]=[C:29]([C:33]([F:39])([F:38])[C:34]([CH3:37])([CH3:36])[CH3:35])[CH:28]=4)=[C:22]([Cl:40])[CH:21]=3)=[N:16][CH:15]=[N:14][C:13]=2[CH:12]=[CH:11]1)(C)(C)C.[ClH:42], predict the reaction product. The product is: [ClH:40].[ClH:42].[NH2:7][CH2:8][CH2:9][N:10]1[C:18]2[C:17]([NH:19][C:20]3[CH:25]=[CH:24][C:23]([O:26][C:27]4[CH:32]=[CH:31][CH:30]=[C:29]([C:33]([F:39])([F:38])[C:34]([CH3:37])([CH3:35])[CH3:36])[CH:28]=4)=[C:22]([Cl:40])[CH:21]=3)=[N:16][CH:15]=[N:14][C:13]=2[CH:12]=[CH:11]1. (2) Given the reactants C(=O)([O-])[O-].[K+].[K+].[F:7][C:8]1[CH:14]=[CH:13][C:11]([NH2:12])=[CH:10][C:9]=1[C:15]#[C:16][Si](C)(C)C, predict the reaction product. The product is: [C:15]([C:9]1[CH:10]=[C:11]([CH:13]=[CH:14][C:8]=1[F:7])[NH2:12])#[CH:16]. (3) Given the reactants [Br:1][C@@H:2]([CH3:6])[C:3](O)=[O:4].[NH2:7][C:8]1[CH:13]=[CH:12][CH:11]=[C:10]([CH3:14])[CH:9]=1.O.ON1C2C=CC=CC=2N=N1.C1(N=C=NC2CCCCC2)CCCCC1.ClCCl, predict the reaction product. The product is: [Br:1][C@@H:2]([CH3:6])[C:3]([NH:7][C:8]1[CH:13]=[CH:12][CH:11]=[C:10]([CH3:14])[CH:9]=1)=[O:4]. (4) Given the reactants [CH2:1]([N:3]1[CH:7]=[C:6]([C:8]2[CH:13]=[CH:12][N:11]=[C:10]3[NH:14][C:15]([C:17]4[CH:22]=[CH:21][CH:20]=[C:19]([CH2:23][OH:24])[CH:18]=4)=[CH:16][C:9]=23)[C:5]([C:25]2[CH:30]=[CH:29][C:28]([NH:31][C:32](=[O:36])[N:33]([CH3:35])[CH3:34])=[CH:27][CH:26]=2)=[N:4]1)[CH3:2], predict the reaction product. The product is: [CH2:1]([N:3]1[CH:7]=[C:6]([C:8]2[CH:13]=[CH:12][N:11]=[C:10]3[NH:14][C:15]([C:17]4[CH:22]=[CH:21][CH:20]=[C:19]([CH:23]=[O:24])[CH:18]=4)=[CH:16][C:9]=23)[C:5]([C:25]2[CH:26]=[CH:27][C:28]([NH:31][C:32](=[O:36])[N:33]([CH3:35])[CH3:34])=[CH:29][CH:30]=2)=[N:4]1)[CH3:2]. (5) The product is: [CH3:1][C:2]1[C:7]([CH2:8][S:9]([C:10]2[NH:11][C:12]3[CH:13]=[CH:14][CH:15]=[CH:16][C:17]=3[N:18]=2)=[O:26])=[N:6][CH:5]=[CH:4][C:3]=1[O:19][CH2:20][C:21]([F:24])([F:22])[F:23]. Given the reactants [CH3:1][C:2]1[C:3]([O:19][CH2:20][C:21]([F:24])([F:23])[F:22])=[CH:4][CH:5]=[N:6][C:7]=1[CH2:8][S:9][C:10]1[NH:11][C:12]2[CH:13]=[CH:14][CH:15]=[CH:16][C:17]=2[N:18]=1.C[OH:26].OO, predict the reaction product. (6) Given the reactants [C:1]([NH:7][CH2:8][CH2:9][NH:10][CH2:11][C:12]([NH:14][CH2:15][CH2:16][S:17][C:18]([C:31]1[CH:36]=[CH:35][CH:34]=[CH:33][CH:32]=1)([C:25]1[CH:30]=[CH:29][CH:28]=[CH:27][CH:26]=1)[C:19]1[CH:24]=[CH:23][CH:22]=[CH:21][CH:20]=1)=[O:13])([O:3][CH2:4][CH:5]=[CH2:6])=[O:2].[CH3:37][C:38]([O:41][C:42](O[C:42]([O:41][C:38]([CH3:40])([CH3:39])[CH3:37])=[O:43])=[O:43])([CH3:40])[CH3:39], predict the reaction product. The product is: [C:1]([NH:7][CH2:8][CH2:9][N:10]([CH2:11][C:12]([NH:14][CH2:15][CH2:16][S:17][C:18]([C:25]1[CH:26]=[CH:27][CH:28]=[CH:29][CH:30]=1)([C:31]1[CH:32]=[CH:33][CH:34]=[CH:35][CH:36]=1)[C:19]1[CH:20]=[CH:21][CH:22]=[CH:23][CH:24]=1)=[O:13])[C:42]([O:41][C:38]([CH3:40])([CH3:39])[CH3:37])=[O:43])([O:3][CH2:4][CH:5]=[CH2:6])=[O:2].